This data is from Forward reaction prediction with 1.9M reactions from USPTO patents (1976-2016). The task is: Predict the product of the given reaction. (1) Given the reactants [NH2:1][C:2]1[N:3]([C:14]([O:16][C:17]([CH3:20])([CH3:19])[CH3:18])=[O:15])[CH:4]=[C:5]([CH2:7][CH2:8][CH2:9][CH2:10][CH2:11][C:12]#[CH:13])[N:6]=1.[N:21]([CH2:24][CH2:25][NH:26][C:27](=[O:45])[CH2:28][CH2:29][CH2:30][CH2:31][CH2:32][CH2:33][CH2:34][CH:35]=[CH:36][CH2:37][CH2:38][CH2:39][CH2:40][CH2:41][CH2:42][CH2:43]C)=[N+:22]=[N-:23], predict the reaction product. The product is: [NH2:1][C:2]1[N:3]([C:14]([O:16][C:17]([CH3:20])([CH3:19])[CH3:18])=[O:15])[CH:4]=[C:5]([CH2:7][CH2:8][CH2:9][CH2:10][CH2:11][C:12]2[N:23]=[N:22][N:21]([CH2:24][CH2:25][NH:26][C:27](=[O:45])[CH2:28][CH2:29][CH2:30][CH2:31][CH2:32][CH2:33][CH:34]=[CH:35][CH2:36][CH2:37][CH2:38][CH2:39][CH2:40][CH2:41][CH2:42][CH3:43])[CH:13]=2)[N:6]=1. (2) Given the reactants [Cl-].O[NH3+:3].[C:4](=[O:7])([O-])[OH:5].[Na+].CS(C)=O.[CH2:13]([C:15]1[N:16]=[C:17]([CH2:44][CH2:45][CH3:46])[N:18]([CH2:29][C:30]2[CH:35]=[CH:34][C:33]([C:36]3[C:37]([C:42]#[N:43])=[CH:38][CH:39]=[CH:40][CH:41]=3)=[CH:32][CH:31]=2)[C:19](=[O:28])[C:20]=1[CH2:21][N:22]1[CH2:27][CH2:26][O:25][CH2:24][CH2:23]1)[CH3:14], predict the reaction product. The product is: [CH2:13]([C:15]1[N:16]=[C:17]([CH2:44][CH2:45][CH3:46])[N:18]([CH2:29][C:30]2[CH:35]=[CH:34][C:33]([C:36]3[CH:41]=[CH:40][CH:39]=[CH:38][C:37]=3[C:42]3[NH:3][C:4](=[O:7])[O:5][N:43]=3)=[CH:32][CH:31]=2)[C:19](=[O:28])[C:20]=1[CH2:21][N:22]1[CH2:23][CH2:24][O:25][CH2:26][CH2:27]1)[CH3:14]. (3) Given the reactants [Cl-].CC([O-])(C)C.[K+].[CH2:8]([CH:11]1[CH2:15][CH2:14][CH:13]([CH:16]2[CH2:21][CH2:20][C:19](=O)[CH2:18][CH2:17]2)[CH2:12]1)[CH2:9][CH3:10].C1[CH2:27][O:26][CH2:25]C1, predict the reaction product. The product is: [CH3:25][O:26][CH:27]=[C:19]1[CH2:20][CH2:21][CH:16]([CH:13]2[CH2:14][CH2:15][CH:11]([CH2:8][CH2:9][CH3:10])[CH2:12]2)[CH2:17][CH2:18]1. (4) Given the reactants Br[C:2]1[N:7]=[C:6]([C:8]([N:10]2[CH2:15][CH2:14][N:13]([C:16]([C:18]3[N:22]=[CH:21][N:20]([C:23]4[CH:28]=[CH:27][CH:26]=[C:25]([Cl:29])[CH:24]=4)[N:19]=3)=[O:17])[C:12]([CH3:31])([CH3:30])[CH2:11]2)=[O:9])[CH:5]=[CH:4][CH:3]=1.[O:32]1[CH2:37][CH:36]=[C:35](B2OC(C)(C)C(C)(C)O2)[CH2:34][CH2:33]1.C(Cl)Cl.C(=O)([O-])[O-].[K+].[K+], predict the reaction product. The product is: [Cl:29][C:25]1[CH:24]=[C:23]([N:20]2[CH:21]=[N:22][C:18]([C:16]([N:13]3[CH2:14][CH2:15][N:10]([C:8]([C:6]4[CH:5]=[CH:4][CH:3]=[C:2]([C:35]5[CH2:36][CH2:37][O:32][CH2:33][CH:34]=5)[N:7]=4)=[O:9])[CH2:11][C:12]3([CH3:31])[CH3:30])=[O:17])=[N:19]2)[CH:28]=[CH:27][CH:26]=1. (5) Given the reactants [CH2:1]([N:8]1[C:12](=[O:13])[C:11](=[CH:14][N:15]([CH3:23])[C:16]2[CH:21]=[CH:20][C:19]([OH:22])=[CH:18][CH:17]=2)[S:10][C:9]1=[S:24])[C:2]1[CH:7]=[CH:6][CH:5]=[CH:4][CH:3]=1.C([O-])([O-])=O.[K+].[K+].[CH3:31][O:32][CH2:33][CH2:34]Br, predict the reaction product. The product is: [CH2:1]([N:8]1[C:12](=[O:13])[C:11](=[CH:14][N:15]([CH3:23])[C:16]2[CH:17]=[CH:18][C:19]([O:22][CH2:34][CH2:33][O:32][CH3:31])=[CH:20][CH:21]=2)[S:10][C:9]1=[S:24])[C:2]1[CH:3]=[CH:4][CH:5]=[CH:6][CH:7]=1. (6) Given the reactants B(F)(F)F.CCOCC.[CH2:10]([O:12][C:13](=[O:41])[CH:14]([O:30][C:31](=O)[CH2:32][O:33][C:34]1[CH:39]=[CH:38][CH:37]=[CH:36][CH:35]=1)[C:15](=O)[CH2:16][CH2:17][NH:18][C:19]([O:21][CH2:22][C:23]1[CH:28]=[CH:27][CH:26]=[CH:25][CH:24]=1)=[O:20])[CH3:11].C([NH2:45])(=O)C, predict the reaction product. The product is: [CH2:10]([O:12][C:13]([C:14]1[O:30][C:31]([CH2:32][O:33][C:34]2[CH:39]=[CH:38][CH:37]=[CH:36][CH:35]=2)=[N:45][C:15]=1[CH2:16][CH2:17][NH:18][C:19]([O:21][CH2:22][C:23]1[CH:28]=[CH:27][CH:26]=[CH:25][CH:24]=1)=[O:20])=[O:41])[CH3:11].